Dataset: Forward reaction prediction with 1.9M reactions from USPTO patents (1976-2016). Task: Predict the product of the given reaction. Given the reactants Cl[CH2:2][CH2:3][CH2:4][N:5]1[C:14]2[C:9](=[CH:10][C:11]([F:16])=[C:12]([F:15])[CH:13]=2)[CH2:8][CH2:7][C:6]1=[O:17].[NH:18]1[CH2:23][CH2:22][CH:21]([CH2:24][O:25][C:26](=[O:31])[C:27]([CH3:30])([CH3:29])[CH3:28])[CH2:20][CH2:19]1.C([O-])([O-])=O.[Cs+].[Cs+].O, predict the reaction product. The product is: [F:16][C:11]1[CH:10]=[C:9]2[C:14](=[CH:13][C:12]=1[F:15])[N:5]([CH2:4][CH2:3][CH2:2][N:18]1[CH2:23][CH2:22][CH:21]([CH2:24][O:25][C:26](=[O:31])[C:27]([CH3:29])([CH3:28])[CH3:30])[CH2:20][CH2:19]1)[C:6](=[O:17])[CH2:7][CH2:8]2.